This data is from NCI-60 drug combinations with 297,098 pairs across 59 cell lines. The task is: Regression. Given two drug SMILES strings and cell line genomic features, predict the synergy score measuring deviation from expected non-interaction effect. (1) Drug 1: CN(CC1=CN=C2C(=N1)C(=NC(=N2)N)N)C3=CC=C(C=C3)C(=O)NC(CCC(=O)O)C(=O)O. Drug 2: CC1CCC2CC(C(=CC=CC=CC(CC(C(=O)C(C(C(=CC(C(=O)CC(OC(=O)C3CCCCN3C(=O)C(=O)C1(O2)O)C(C)CC4CCC(C(C4)OC)O)C)C)O)OC)C)C)C)OC. Cell line: TK-10. Synergy scores: CSS=7.81, Synergy_ZIP=-2.84, Synergy_Bliss=-5.05, Synergy_Loewe=-27.1, Synergy_HSA=-6.14. (2) Drug 1: CC1OCC2C(O1)C(C(C(O2)OC3C4COC(=O)C4C(C5=CC6=C(C=C35)OCO6)C7=CC(=C(C(=C7)OC)O)OC)O)O. Drug 2: C1CC(=O)NC(=O)C1N2C(=O)C3=CC=CC=C3C2=O. Cell line: SF-539. Synergy scores: CSS=12.3, Synergy_ZIP=2.11, Synergy_Bliss=2.01, Synergy_Loewe=-23.9, Synergy_HSA=-1.67. (3) Drug 2: COC1=NC(=NC2=C1N=CN2C3C(C(C(O3)CO)O)O)N. Synergy scores: CSS=-0.727, Synergy_ZIP=1.37, Synergy_Bliss=1.78, Synergy_Loewe=-3.84, Synergy_HSA=-2.37. Drug 1: C1CC(=O)NC(=O)C1N2CC3=C(C2=O)C=CC=C3N. Cell line: SK-OV-3. (4) Drug 1: CC1=CC=C(C=C1)C2=CC(=NN2C3=CC=C(C=C3)S(=O)(=O)N)C(F)(F)F. Drug 2: C1=CC=C(C=C1)NC(=O)CCCCCCC(=O)NO. Cell line: TK-10. Synergy scores: CSS=3.84, Synergy_ZIP=-3.75, Synergy_Bliss=0.290, Synergy_Loewe=-18.2, Synergy_HSA=-5.59. (5) Drug 1: C1=CC(=CC=C1CCC2=CNC3=C2C(=O)NC(=N3)N)C(=O)NC(CCC(=O)O)C(=O)O. Drug 2: C1=NC2=C(N1)C(=S)N=C(N2)N. Cell line: SNB-19. Synergy scores: CSS=30.1, Synergy_ZIP=-1.55, Synergy_Bliss=-0.801, Synergy_Loewe=-10.2, Synergy_HSA=0.849. (6) Cell line: A498. Synergy scores: CSS=1.02, Synergy_ZIP=3.85, Synergy_Bliss=-1.45, Synergy_Loewe=-1.26, Synergy_HSA=-0.891. Drug 1: C1=NNC2=C1C(=O)NC=N2. Drug 2: CN(C(=O)NC(C=O)C(C(C(CO)O)O)O)N=O.